Dataset: Full USPTO retrosynthesis dataset with 1.9M reactions from patents (1976-2016). Task: Predict the reactants needed to synthesize the given product. (1) Given the product [Cl:1][C:2]1[C:7]([F:8])=[CH:6][CH:5]=[C:4]([Cl:9])[C:3]=1[C@@H:10]([O:12][C:13]1[C:14]([NH2:30])=[N:15][CH:16]=[C:17]([C:19]2[CH:20]=[N:21][N:22]([CH:24]3[CH2:29][CH2:28][N:27]([CH2:32][CH3:33])[CH2:26][CH2:25]3)[CH:23]=2)[CH:18]=1)[CH3:11], predict the reactants needed to synthesize it. The reactants are: [Cl:1][C:2]1[C:7]([F:8])=[CH:6][CH:5]=[C:4]([Cl:9])[C:3]=1[C@@H:10]([O:12][C:13]1[C:14]([NH2:30])=[N:15][CH:16]=[C:17]([C:19]2[CH:20]=[N:21][N:22]([CH:24]3[CH2:29][CH2:28][NH:27][CH2:26][CH2:25]3)[CH:23]=2)[CH:18]=1)[CH3:11].I[CH2:32][CH3:33]. (2) The reactants are: [CH:1]1([CH:4]([N:8]2[CH:12]=[C:11]([C:13]3[N:18]4[CH:19]=[CH:20][N:21]=[C:17]4[CH:16]=[C:15]([C:22]4[N:26]5[CH2:27][CH2:28][NH:29][CH2:30][C:25]5=[N:24][CH:23]=4)[N:14]=3)[CH:10]=[N:9]2)[CH2:5][C:6]#[N:7])[CH2:3][CH2:2]1.C=O.[C:33](O[BH-](OC(=O)C)OC(=O)C)(=O)C.[Na+]. Given the product [CH:1]1([CH:4]([N:8]2[CH:12]=[C:11]([C:13]3[N:18]4[CH:19]=[CH:20][N:21]=[C:17]4[CH:16]=[C:15]([C:22]4[N:26]5[CH2:27][CH2:28][N:29]([CH3:33])[CH2:30][C:25]5=[N:24][CH:23]=4)[N:14]=3)[CH:10]=[N:9]2)[CH2:5][C:6]#[N:7])[CH2:3][CH2:2]1, predict the reactants needed to synthesize it. (3) The reactants are: P(Cl)(Cl)([Cl:3])=O.CN(C=O)C.[CH3:11][C:12]1[C:13]([C:19]([O:21][CH2:22][CH3:23])=[O:20])=[N+:14]([O-])[CH:15]=[CH:16][CH:17]=1.C(=O)([O-])[O-].[Na+].[Na+]. Given the product [Cl:3][C:15]1[N:14]=[C:13]([C:19]([O:21][CH2:22][CH3:23])=[O:20])[C:12]([CH3:11])=[CH:17][CH:16]=1, predict the reactants needed to synthesize it.